Dataset: NCI-60 drug combinations with 297,098 pairs across 59 cell lines. Task: Regression. Given two drug SMILES strings and cell line genomic features, predict the synergy score measuring deviation from expected non-interaction effect. (1) Drug 1: CC1CCC2CC(C(=CC=CC=CC(CC(C(=O)C(C(C(=CC(C(=O)CC(OC(=O)C3CCCCN3C(=O)C(=O)C1(O2)O)C(C)CC4CCC(C(C4)OC)OCCO)C)C)O)OC)C)C)C)OC. Drug 2: C1C(C(OC1N2C=NC(=NC2=O)N)CO)O. Cell line: UACC62. Synergy scores: CSS=4.74, Synergy_ZIP=-1.15, Synergy_Bliss=2.01, Synergy_Loewe=-0.749, Synergy_HSA=-0.0700. (2) Drug 1: C1=CC(=CC=C1CC(C(=O)O)N)N(CCCl)CCCl.Cl. Drug 2: C#CCC(CC1=CN=C2C(=N1)C(=NC(=N2)N)N)C3=CC=C(C=C3)C(=O)NC(CCC(=O)O)C(=O)O. Cell line: NCI/ADR-RES. Synergy scores: CSS=12.5, Synergy_ZIP=-1.65, Synergy_Bliss=0.164, Synergy_Loewe=-1.28, Synergy_HSA=-1.63. (3) Drug 1: C1CCC(CC1)NC(=O)N(CCCl)N=O. Drug 2: CC1=C(C(CCC1)(C)C)C=CC(=CC=CC(=CC(=O)O)C)C. Cell line: MDA-MB-435. Synergy scores: CSS=8.10, Synergy_ZIP=0.726, Synergy_Bliss=9.06, Synergy_Loewe=5.42, Synergy_HSA=4.90.